This data is from Forward reaction prediction with 1.9M reactions from USPTO patents (1976-2016). The task is: Predict the product of the given reaction. Given the reactants [F:1][C:2]1[CH:8]=[CH:7][C:5]([NH2:6])=[CH:4][CH:3]=1.[CH2:9]([O:11][CH:12](O)[C:13]([F:16])([F:15])[F:14])[CH3:10].O.C1(C)C=CC(S(O)(=O)=O)=CC=1.FF, predict the reaction product. The product is: [CH2:9]([O:11][CH:12]([NH:6][C:5]1[CH:7]=[CH:8][C:2]([F:1])=[CH:3][CH:4]=1)[C:13]([F:16])([F:15])[F:14])[CH3:10].